From a dataset of CYP1A2 inhibition data for predicting drug metabolism from PubChem BioAssay. Regression/Classification. Given a drug SMILES string, predict its absorption, distribution, metabolism, or excretion properties. Task type varies by dataset: regression for continuous measurements (e.g., permeability, clearance, half-life) or binary classification for categorical outcomes (e.g., BBB penetration, CYP inhibition). Dataset: cyp1a2_veith. The compound is CC(C)NC(=O)N1CC2(CCN(C(=O)c3ccco3)CC2)C1. The result is 0 (non-inhibitor).